Dataset: Reaction yield outcomes from USPTO patents with 853,638 reactions. Task: Predict the reaction yield, written as a fraction of the theoretical maximum amount of product (1.0 means a 100% yield; for example, 0.34 means a 34% yield). (1) The yield is 0.870. The reactants are [Cl:1][C:2]1[CH:7]=[CH:6][N:5]=[C:4]([C:8]([NH2:10])=O)[CH:3]=1.C(OC(C(F)(F)F)=O)(C(F)(F)F)=O.CC(OO)=O.C([O-])([O-])=O.[K+].[K+]. The product is [Cl:1][C:2]1[CH:7]=[CH:6][N:5]=[C:4]([C:8]#[N:10])[CH:3]=1. The catalyst is CCOC(C)=O. (2) The reactants are [CH3:1][C:2]([C:21]1[CH:29]=[CH:28][C:27]([F:30])=[CH:26][C:22]=1[C:23]([NH2:25])=[O:24])([CH3:20])[CH2:3][C@:4]([O:12][Si](CC)(CC)CC)([C:8]([F:11])([F:10])[F:9])[CH2:5][C:6]#[CH:7].Cl. The yield is 1.00. The product is [F:30][C:27]1[CH:28]=[CH:29][C:21]([C:2]([CH3:20])([CH3:1])[CH2:3][C@:4]([OH:12])([C:8]([F:10])([F:11])[F:9])[CH2:5][C:6]#[CH:7])=[C:22]([CH:26]=1)[C:23]([NH2:25])=[O:24]. The catalyst is CO. (3) The reactants are C=O.[Cl:3][C:4]1[CH:5]=[CH:6][C:7]([O:35][CH:36]([F:38])[F:37])=[C:8]([C:10]2[C:14]([NH:15][C:16]([C:18]3[CH:19]=[N:20][N:21]4[CH:26]=[CH:25][CH:24]=[N:23][C:22]=34)=[O:17])=[CH:13][N:12]([CH2:27][CH:28]=[C:29]3[CH2:34][CH2:33][NH:32][CH2:31][CH2:30]3)[N:11]=2)[CH:9]=1.[BH3-][C:40]#N.[Na+].C(#N)C. The catalyst is CO. The product is [Cl:3][C:4]1[CH:5]=[CH:6][C:7]([O:35][CH:36]([F:37])[F:38])=[C:8]([C:10]2[C:14]([NH:15][C:16]([C:18]3[CH:19]=[N:20][N:21]4[CH:26]=[CH:25][CH:24]=[N:23][C:22]=34)=[O:17])=[CH:13][N:12]([CH2:27][CH:28]=[C:29]3[CH2:34][CH2:33][N:32]([CH3:40])[CH2:31][CH2:30]3)[N:11]=2)[CH:9]=1. The yield is 0.0100.